From a dataset of Reaction yield outcomes from USPTO patents with 853,638 reactions. Predict the reaction yield, written as a fraction of the theoretical maximum amount of product (1.0 means a 100% yield; for example, 0.34 means a 34% yield). (1) The reactants are Cl.[NH:2]([C:4]1[CH:5]=[C:6]([CH:10]=[CH:11][CH:12]=1)[C:7]([OH:9])=[O:8])[NH2:3].[CH3:13][C:14]([CH3:21])([CH3:20])[C:15](=O)[CH2:16][C:17]#[N:18].[CH2:22](O)[CH3:23]. No catalyst specified. The product is [CH2:22]([O:8][C:7](=[O:9])[C:6]1[CH:10]=[CH:11][CH:12]=[C:4]([N:2]2[C:17]([NH2:18])=[CH:16][C:15]([C:14]([CH3:21])([CH3:20])[CH3:13])=[N:3]2)[CH:5]=1)[CH3:23].[NH2:18][C:17]1[N:2]([C:4]2[CH:5]=[C:6]([CH:10]=[CH:11][CH:12]=2)[C:7]([OH:9])=[O:8])[N:3]=[C:15]([C:14]([CH3:21])([CH3:20])[CH3:13])[CH:16]=1. The yield is 0.400. (2) The reactants are [Br:1][C:2]1[CH:7]=[CH:6][C:5]([OH:8])=[C:4]([F:9])[CH:3]=1.[C:10]([O:14][C:15]([N:17]1[CH2:23][CH2:22][CH2:21][C@H:18]1[CH2:19]O)=[O:16])([CH3:13])([CH3:12])[CH3:11].CC(OC(/N=N/C(OC(C)C)=O)=O)C. The catalyst is C1COCC1. The product is [Br:1][C:2]1[CH:7]=[CH:6][C:5]([O:8][CH2:19][CH:18]2[CH2:21][CH2:22][CH2:23][N:17]2[C:15]([O:14][C:10]([CH3:11])([CH3:13])[CH3:12])=[O:16])=[C:4]([F:9])[CH:3]=1. The yield is 0.730. (3) The reactants are [F:1][C:2]([F:35])([F:34])[CH:3]([C:25]1[CH:30]=[C:29](Cl)[C:28]([Cl:32])=C(Cl)[CH:26]=1)/[CH:4]=[CH:5]/[C:6]1[CH:20]=[CH:19][C:9]([C:10]([NH:12][C:13]2([C:16]([OH:18])=O)[CH2:15][CH2:14]2)=[O:11])=[C:8]([C:21]([F:24])([F:23])[F:22])[CH:7]=1.CCN=C=NCCCN(C)C.[ClH:47].Cl[CH2:49][Cl:50]. No catalyst specified. The product is [F:34][C:2]([F:1])([F:35])[CH:3]([C:25]1[CH:30]=[C:29]([Cl:47])[C:28]([Cl:32])=[C:49]([Cl:50])[CH:26]=1)/[CH:4]=[CH:5]/[C:6]1[CH:20]=[CH:19][C:9]([C:10]2[O:11][C:16](=[O:18])[C:13]3([CH2:15][CH2:14]3)[N:12]=2)=[C:8]([C:21]([F:24])([F:23])[F:22])[CH:7]=1. The yield is 0.730. (4) The reactants are [N+:1]([C:4]1[CH:9]=[CH:8][C:7]([C:10]2[C:18]3[C:13](=[N:14][CH:15]=[N:16][C:17]=3[NH2:19])[S:12][N:11]=2)=[CH:6][CH:5]=1)([O-])=O.[NH4+].[Cl-]. The catalyst is [Fe].C(O)C.O. The product is [NH2:1][C:4]1[CH:9]=[CH:8][C:7]([C:10]2[C:18]3[C:13](=[N:14][CH:15]=[N:16][C:17]=3[NH2:19])[S:12][N:11]=2)=[CH:6][CH:5]=1. The yield is 0.970. (5) The reactants are C([Si](C)(C)[O:6][CH2:7][CH2:8][C:9]1([CH2:31][CH2:32][CH3:33])[C:14]2[NH:15][C:16]3[C:21]([C:13]=2[CH2:12][CH2:11][O:10]1)=[C:20]([C:22]([N:24]1[CH2:29][CH2:28][O:27][CH2:26][CH2:25]1)=[O:23])[CH:19]=[CH:18][C:17]=3[F:30])(C)(C)C.CCCC[N+](CCCC)(CCCC)CCCC.[F-]. The catalyst is C1COCC1.CCOC(C)=O. The product is [F:30][C:17]1[CH:18]=[CH:19][C:20]([C:22]([N:24]2[CH2:25][CH2:26][O:27][CH2:28][CH2:29]2)=[O:23])=[C:21]2[C:16]=1[NH:15][C:14]1[C:9]([CH2:8][CH2:7][OH:6])([CH2:31][CH2:32][CH3:33])[O:10][CH2:11][CH2:12][C:13]2=1. The yield is 0.940.